Dataset: Forward reaction prediction with 1.9M reactions from USPTO patents (1976-2016). Task: Predict the product of the given reaction. (1) Given the reactants Cl[C:2]1[CH:3]=[C:4]([CH:7]=[CH:8][N:9]=1)[C:5]#[N:6].[C:10]([O:14][C:15](=[O:26])[NH:16][CH2:17][CH2:18][C:19]1[CH:24]=[CH:23][C:22]([OH:25])=[CH:21][CH:20]=1)([CH3:13])([CH3:12])[CH3:11], predict the reaction product. The product is: [C:10]([O:14][C:15](=[O:26])[NH:16][CH2:17][CH2:18][C:19]1[CH:24]=[CH:23][C:22]([O:25][C:2]2[CH:3]=[C:4]([C:5]#[N:6])[CH:7]=[CH:8][N:9]=2)=[CH:21][CH:20]=1)([CH3:13])([CH3:11])[CH3:12]. (2) Given the reactants CS(C)=O.[H-].[Na+].[I-].[CH3:8][S+](C)C.[F:12][C:13]1[CH:18]=[C:17]([F:19])[CH:16]=[C:15]([F:20])[C:14]=1[C:21](=[O:23])[CH3:22], predict the reaction product. The product is: [F:12][C:13]1[CH:18]=[C:17]([F:19])[CH:16]=[C:15]([F:20])[C:14]=1[C:21]1([CH3:8])[CH2:22][O:23]1.